From a dataset of Forward reaction prediction with 1.9M reactions from USPTO patents (1976-2016). Predict the product of the given reaction. (1) Given the reactants [CH3:1][C:2]1[CH:7]=[C:6]([CH3:8])[N:5]=[C:4]([N:9]2[CH2:14][CH2:13][N:12]([C:15]3[CH:20]=[CH:19][C:18]([NH2:21])=[CH:17][CH:16]=3)[CH2:11][CH2:10]2)[CH:3]=1.C(N(CC)CC)C.[CH:29]1([C:34]2[CH:35]=[C:36]3[N:41]([C:42]=2[C:43](=[O:47])[C:44](Cl)=[O:45])[CH2:40][CH2:39][CH2:38][CH2:37]3)[CH2:33][CH2:32][CH2:31][CH2:30]1, predict the reaction product. The product is: [CH:29]1([C:34]2[CH:35]=[C:36]3[N:41]([C:42]=2[C:43](=[O:47])[C:44]([NH:21][C:18]2[CH:19]=[CH:20][C:15]([N:12]4[CH2:13][CH2:14][N:9]([C:4]5[CH:3]=[C:2]([CH3:1])[CH:7]=[C:6]([CH3:8])[N:5]=5)[CH2:10][CH2:11]4)=[CH:16][CH:17]=2)=[O:45])[CH2:40][CH2:39][CH2:38][CH2:37]3)[CH2:33][CH2:32][CH2:31][CH2:30]1. (2) Given the reactants I[C:2]1[CH:3]=[C:4]2[C:8](=[CH:9][CH:10]=1)[N:7]([CH:11]1[CH2:16][CH2:15][N:14]([C:17]([O:19][C:20]([CH3:23])([CH3:22])[CH3:21])=[O:18])[CH2:13][CH2:12]1)[CH2:6][CH2:5]2.[C:24]([C:26]1[CH:27]=[C:28]([S:32](F)(=[O:34])=[O:33])[CH:29]=[CH:30][CH:31]=1)#[N:25].C([Li])(C)(C)C, predict the reaction product. The product is: [C:24]([C:26]1[CH:27]=[C:28]([S:32]([C:2]2[CH:3]=[C:4]3[C:8](=[CH:9][CH:10]=2)[N:7]([CH:11]2[CH2:16][CH2:15][N:14]([C:17]([O:19][C:20]([CH3:23])([CH3:22])[CH3:21])=[O:18])[CH2:13][CH2:12]2)[CH2:6][CH2:5]3)(=[O:34])=[O:33])[CH:29]=[CH:30][CH:31]=1)#[N:25]. (3) Given the reactants [OH:1][C:2]1[CH:7]=[CH:6][C:5]([C:8]2[C:13]([N+:14]([O-:16])=[O:15])=[CH:12][CH:11]=[CH:10][N:9]=2)=[CH:4][C:3]=1[O:17][CH3:18].Br[CH2:20][C:21]#[CH:22].C(=O)([O-])[O-].[K+].[K+].Cl, predict the reaction product. The product is: [CH3:18][O:17][C:3]1[CH:4]=[C:5]([C:8]2[C:13]([N+:14]([O-:16])=[O:15])=[CH:12][CH:11]=[CH:10][N:9]=2)[CH:6]=[CH:7][C:2]=1[O:1][CH2:22][C:21]#[CH:20].